From a dataset of Experimentally validated miRNA-target interactions with 360,000+ pairs, plus equal number of negative samples. Binary Classification. Given a miRNA mature sequence and a target amino acid sequence, predict their likelihood of interaction. (1) The miRNA is hsa-miR-3689b-3p with sequence CUGGGAGGUGUGAUAUUGUGGU. The protein sequence of the target gene is MVLSVPVIALGATLGTATSILALCGVTCLCRHMHPKKGLLPRDQDPDLEKAKPSLLGSAQQFNVKKSTEPVQPRALLKFPDIYGPRPAVTAPEVINYADYSLRSTEEPTAPASPQPPNDSRLKRQVTEELFILPQNGVVEDVCVMETWNPEKAASWNQAPKLHYCLDYDCQKAELFVTRLEAVTSNHDGGCDCYVQGSVANRTGSVEAQTALKKRQLHTTWEEGLVLPLAEEELPTATLTLTLRTCDRFSRHSVAGELRLGLDGTSVPLGAAQWGELKTSAKEPSAGAGEVLLSISYLPA.... Result: 0 (no interaction). (2) The miRNA is hsa-miR-8066 with sequence CAAUGUGAUCUUUUGGAUGUA. The protein sequence of the target gene is MVPLCQVEVLYFAKSAEITGVRSETISVPQEIKALQLWKEIETRHPGLADVRNQIIFAVRQEYVELGDQLLVLQPGDEIAVIPPISGG. Result: 1 (interaction). (3) The miRNA is hsa-miR-4717-3p with sequence ACACAUGGGUGGCUGUGGCCU. The protein sequence of the target gene is MGVHLEVLDTGEQLMVPVDVLEEENKGTLWKFLLSGAMAGAVSRTGTAPLDRARVYMQVYSSKSNFRNLLSGLRSLVQEGGVRSLWRGNGINVLKIAPEYAIKFSVCEQSKNFFYGVHSSQLFQERVVAGSLAVAVSQTLINPMEVLKTRLTLRFTGQYKGLLDCARQILERDGTRALYRGYLPNMLGIIPYACTDLAVYELLQCLWQKLGRDMKDPSGLVSLSSVTLSTTCGQMASYPLTLVRTRMQAQDTVEGSNPTMQGVFKRILSQQGWPGLYRGMTPTLLKVLPAGGISYLVYEA.... Result: 0 (no interaction). (4) The miRNA is hsa-miR-1277-5p with sequence AAAUAUAUAUAUAUAUGUACGUAU. The protein sequence of the target gene is MSPAFRAMDVEPRAKGVLLEPFVHQVGGHSCVLRFNETTLCKPLVPREHQFYETLPAEMRKFTPQYKGVVSVRFEEDEDRNLCLIAYPLKGDHGIVDIVDNSDCEPKSKLLRWTTNKKHHVLETEKTPKDWVRQHRKEEKMKSHKLEEEFEWLKKSEVLYYTVEKKGNISSQLKHYNPWSMKCHQQQLQRMKENAKHRNQYKFILLENLTSRYEVPCVLDLKMGTRQHGDDASEEKAANQIRKCQQSTSAVIGVRVCGMQVYQAGSGQLMFMNKYHGRKLSVQGFKEALFQFFHNGRYLR.... Result: 0 (no interaction). (5) The miRNA is hsa-miR-367-3p with sequence AAUUGCACUUUAGCAAUGGUGA. The protein sequence of the target gene is MAQPGTLNLNNEVVKMRKEVKRIRVLVIRKLVRSVGRLKSKKGTEDALLKNQRRAQRLLEEIHAMKELKPDIVTKSALGDDINFEKIFKKPDSTATERAIARLAVHPLLKKKIDVLKAAVQAFKEARQNVAEVESSKNASEDNHSENTLYSNDNGSNLQREATVISEQKVKETKILAKKPIHNSKEKIAKMEHGPKAVTIANSPSKPSEKDSVVSLESQKTPADPKLKTLSQTKKNKGSDSSLSGNSDGGEEFCEEEKEYFDDSTEERFYKQSSMSEDSDSGDDFFIGKVRRTRKKESSC.... Result: 1 (interaction).